This data is from Full USPTO retrosynthesis dataset with 1.9M reactions from patents (1976-2016). The task is: Predict the reactants needed to synthesize the given product. (1) The reactants are: [Br:1][C:2]1[CH:3]=[C:4]([NH:9][CH2:10][C:11]2[CH:16]=[CH:15][CH:14]=[CH:13][C:12]=2[CH2:17][C:18]([O:20][CH3:21])=[O:19])[CH:5]=[C:6]([Cl:8])[CH:7]=1.[CH2:22]=O.[BH4-].[Na+]. Given the product [Br:1][C:2]1[CH:3]=[C:4]([N:9]([CH2:10][C:11]2[CH:16]=[CH:15][CH:14]=[CH:13][C:12]=2[CH2:17][C:18]([O:20][CH3:21])=[O:19])[CH3:22])[CH:5]=[C:6]([Cl:8])[CH:7]=1, predict the reactants needed to synthesize it. (2) Given the product [NH2:8][C:29]1[C:24]2[N:25]=[CH:26][CH:27]=[CH:28][C:23]=2[C:38]2[CH:39]=[CH:40][C:45]([C:44]([O:34][CH3:31])=[O:46])=[CH:43][C:37]=2[N:30]=1, predict the reactants needed to synthesize it. The reactants are: C(OC([NH:8]C1C=C(C(OC)=O)C=CC=1B(O)O)=O)(C)(C)C.Br[C:23]1[C:24]([C:29]#[N:30])=[N:25][CH:26]=[CH:27][CH:28]=1.[C:31](=[O:34])([O-])[O-].[Na+].[Na+].[C:37]1([CH3:43])C=C[CH:40]=[CH:39][CH:38]=1.[CH2:44]([OH:46])[CH3:45]. (3) Given the product [CH2:9]([O:8][C:6](=[O:7])[C:5]([NH:4][C:1](=[O:3])[CH3:2])([CH2:21][C:20]1[C:23]([N+:27]([O-:29])=[O:28])=[CH:24][CH:25]=[CH:26][C:19]=1[CH3:18])[C:11]([O:13][CH2:14][CH3:15])=[O:12])[CH3:10], predict the reactants needed to synthesize it. The reactants are: [C:1]([NH:4][CH:5]([C:11]([O:13][CH2:14][CH3:15])=[O:12])[C:6]([O:8][CH2:9][CH3:10])=[O:7])(=[O:3])[CH3:2].[H-].[Na+].[CH3:18][C:19]1[CH:26]=[CH:25][CH:24]=[C:23]([N+:27]([O-:29])=[O:28])[C:20]=1[CH2:21]Br. (4) Given the product [ClH:57].[CH:1]1([C@@H:4]2[O:25][CH2:24][C@:7]3([C:26]4[CH:31]=[CH:30][C:29]([F:32])=[CH:28][C:27]=4[F:33])[N:8]=[C:9]([NH2:15])[S:10][C@H:11]([CH2:12][O:13][CH3:14])[C@@H:6]3[CH2:5]2)[CH2:3][CH2:2]1, predict the reactants needed to synthesize it. The reactants are: [CH:1]1([C@@H:4]2[O:25][CH2:24][C@:7]3([C:26]4[CH:31]=[CH:30][C:29]([F:32])=[CH:28][C:27]=4[F:33])[N:8]=[C:9]([NH:15]C(=O)C4C=CC=CC=4)[S:10][C@H:11]([CH2:12][O:13][CH3:14])[C@@H:6]3[CH2:5]2)[CH2:3][CH2:2]1.FC1C=C(F)C=CC=1[C@]12CO[C@@H](C3CCO3)C[C@H]1CSC(N)=N2.[ClH:57]. (5) Given the product [ClH:1].[S:2]1[CH:6]=[CH:5][N:4]=[C:3]1[C:7]1([NH2:11])[CH2:10][O:9][CH2:8]1, predict the reactants needed to synthesize it. The reactants are: [ClH:1].[S:2]1[CH:6]=[CH:5][N:4]=[C:3]1[C:7]1([NH:11]S(C(C)(C)C)=O)[CH2:10][O:9][CH2:8]1. (6) Given the product [NH2:12][C:8]1[CH:7]=[CH:6][CH:5]=[C:4]2[C:9]=1[CH:10]=[CH:11][C:2]([CH3:1])=[N:3]2, predict the reactants needed to synthesize it. The reactants are: [CH3:1][C:2]1[CH:11]=[CH:10][C:9]2[C:4](=[CH:5][CH:6]=[CH:7][C:8]=2[N+:12]([O-])=O)[N:3]=1.[H][H]. (7) Given the product [Cl:21][C:19]1[CH:18]=[CH:17][C:16]([S:22]([CH2:25][CH3:26])(=[O:24])=[O:23])=[C:15]([N:14]([N:6]2[C:5](=[O:27])[C:4]3[C:9](=[C:10]([Br:13])[C:11]([CH3:12])=[C:2]([Br:1])[CH:3]=3)[N:8]=[CH:7]2)[C:40](=[O:46])[O:41][C:42]([CH3:45])([CH3:44])[CH3:43])[CH:20]=1, predict the reactants needed to synthesize it. The reactants are: [Br:1][C:2]1[CH:3]=[C:4]2[C:9](=[C:10]([Br:13])[C:11]=1[CH3:12])[N:8]=[CH:7][N:6]([NH:14][C:15]1[CH:20]=[C:19]([Cl:21])[CH:18]=[CH:17][C:16]=1[S:22]([CH2:25][CH3:26])(=[O:24])=[O:23])[C:5]2=[O:27].BrC1C=C2C(C(=O)N(N(C3C=C(Cl)C=CC=3SCC)[C:40](=[O:46])[O:41][C:42]([CH3:45])([CH3:44])[CH3:43])C=N2)=CC=1C. (8) The reactants are: [F:1][C:2]1[CH:3]=[C:4]([CH:15]=[CH:16][C:17]=1[CH3:18])[O:5][C:6]1[N:11]=[C:10]([NH:12][CH3:13])[C:9]([NH2:14])=[CH:8][CH:7]=1.[CH3:19][O:20][C:21]([C:23]1[CH:24]=[C:25]([CH:31]=[CH:32][CH:33]=1)[O:26][CH2:27][C:28](O)=[O:29])=[O:22].CCN=C=NCCCN(C)C.Cl.C1C=CC2N(O)N=NC=2C=1. Given the product [F:1][C:2]1[CH:3]=[C:4]([CH:15]=[CH:16][C:17]=1[CH3:18])[O:5][C:6]1[N:11]=[C:10]([NH:12][CH3:13])[C:9]([NH:14][C:28](=[O:29])[CH2:27][O:26][C:25]2[CH:24]=[C:23]([CH:33]=[CH:32][CH:31]=2)[C:21]([O:20][CH3:19])=[O:22])=[CH:8][CH:7]=1, predict the reactants needed to synthesize it. (9) Given the product [CH2:32]([NH:34][CH2:2][CH2:3][N:4]1[C:28](=[O:29])[N:7]2[CH:8]([C:21]3[CH:26]=[CH:25][CH:24]=[C:23]([OH:27])[CH:22]=3)[C:9]3[NH:10][C:11]4[C:16]([C:17]=3[CH2:18][C:6]2([CH3:30])[C:5]1=[O:31])=[CH:15][C:14]([O:19][CH3:20])=[CH:13][CH:12]=4)[CH3:33], predict the reactants needed to synthesize it. The reactants are: Br[CH2:2][CH2:3][N:4]1[C:28](=[O:29])[N:7]2[CH:8]([C:21]3[CH:26]=[CH:25][CH:24]=[C:23]([OH:27])[CH:22]=3)[C:9]3[NH:10][C:11]4[C:16]([C:17]=3[CH2:18][C:6]2([CH3:30])[C:5]1=[O:31])=[CH:15][C:14]([O:19][CH3:20])=[CH:13][CH:12]=4.[CH2:32]([NH2:34])[CH3:33]. (10) Given the product [Cl:8][C:9]1[N:10]=[C:11]([C:1]2([C:6]#[N:7])[CH2:5][CH2:4][CH2:3][CH2:2]2)[CH:12]=[CH:13][CH:14]=1, predict the reactants needed to synthesize it. The reactants are: [CH:1]1([C:6]#[N:7])[CH2:5][CH2:4][CH2:3][CH2:2]1.[Cl:8][C:9]1[CH:14]=[CH:13][CH:12]=[C:11](F)[N:10]=1.C[Si]([N-][Si](C)(C)C)(C)C.[Na+].O.